Dataset: Forward reaction prediction with 1.9M reactions from USPTO patents (1976-2016). Task: Predict the product of the given reaction. Given the reactants C1CCC(N=C=NC2CCCCC2)CC1.[C:16]([NH:26][C@H:27]([C:31]([OH:33])=[O:32])[CH:28]([CH3:30])[CH3:29])([O:18][CH2:19][C:20]1[CH:25]=[CH:24][CH:23]=[CH:22][CH:21]=1)=[O:17].[CH3:34][O:35][C:36]1[CH:55]=[CH:54][C:39]([CH2:40][O:41][C:42]([C:44]2[CH:49]=[CH:48][C:47](=[O:50])[N:46]([CH2:51][CH2:52]O)[CH:45]=2)=[O:43])=[CH:38][CH:37]=1, predict the reaction product. The product is: [CH3:34][O:35][C:36]1[CH:37]=[CH:38][C:39]([CH2:40][O:41][C:42]([C:44]2[CH:49]=[CH:48][C:47](=[O:50])[N:46]([CH2:51][CH2:52][O:32][C:31](=[O:33])[C@H:27]([CH:28]([CH3:29])[CH3:30])[NH:26][C:16]([O:18][CH2:19][C:20]3[CH:25]=[CH:24][CH:23]=[CH:22][CH:21]=3)=[O:17])[CH:45]=2)=[O:43])=[CH:54][CH:55]=1.